Dataset: Retrosynthesis with 50K atom-mapped reactions and 10 reaction types from USPTO. Task: Predict the reactants needed to synthesize the given product. (1) Given the product CNc1nc(Nc2ccc(Cl)cc2)ncc1N, predict the reactants needed to synthesize it. The reactants are: CNc1nc(Nc2ccc(Cl)cc2)ncc1[N+](=O)[O-]. (2) Given the product CC(C)(C)OC(=O)Nc1nn(-c2ccccc2)cc1C(=O)NCCNC(=O)c1ccc(OCC(F)(F)F)nc1, predict the reactants needed to synthesize it. The reactants are: CC(C)(C)OC(=O)Nc1nn(-c2ccccc2)cc1C(=O)O.NCCNC(=O)c1ccc(OCC(F)(F)F)nc1. (3) Given the product c1cc2c(NCCCN3CCOCC3)nc(Nc3ccc4cn[nH]c4c3)nc2[nH]1, predict the reactants needed to synthesize it. The reactants are: Clc1nc(NCCCN2CCOCC2)c2cc[nH]c2n1.Nc1ccc2cn[nH]c2c1. (4) Given the product COC(=O)CN(c1csc(-c2cccc(NC3CCCCC3)c2)c1C)S(N)(=O)=O, predict the reactants needed to synthesize it. The reactants are: COC(=O)CN(c1csc(-c2cccc(NC3CCCCC3)c2)c1C)S(=O)(=O)NC(=O)OC(C)(C)C. (5) Given the product Cc1cc(C)nc(NC(=O)NS(=O)(=O)c2ccccc2-c2ccccc2)n1, predict the reactants needed to synthesize it. The reactants are: Cc1cc(C)nc(N)n1.O=C=NS(=O)(=O)c1ccccc1-c1ccccc1. (6) Given the product COC(=O)c1sc(N)c(C)c1Cl, predict the reactants needed to synthesize it. The reactants are: COC(=O)c1sc([N+](=O)[O-])c(C)c1Cl.